Dataset: Reaction yield outcomes from USPTO patents with 853,638 reactions. Task: Predict the reaction yield, written as a fraction of the theoretical maximum amount of product (1.0 means a 100% yield; for example, 0.34 means a 34% yield). (1) The reactants are FC(F)(F)S(O[C:7]1[N:12]=[N:11][C:10]2[O:13][CH2:14][CH2:15][CH2:16][C:9]=2[CH:8]=1)(=O)=O.C(=O)([O-])[O-].[K+].[K+].O.CO[CH2:28][CH2:29]OC. The catalyst is C1C=CC([P]([Pd]([P](C2C=CC=CC=2)(C2C=CC=CC=2)C2C=CC=CC=2)([P](C2C=CC=CC=2)(C2C=CC=CC=2)C2C=CC=CC=2)[P](C2C=CC=CC=2)(C2C=CC=CC=2)C2C=CC=CC=2)(C2C=CC=CC=2)C2C=CC=CC=2)=CC=1. The product is [CH:28]([C:7]1[N:12]=[N:11][C:10]2[O:13][CH2:14][CH2:15][CH2:16][C:9]=2[CH:8]=1)=[CH2:29]. The yield is 0.770. (2) The reactants are [Cl:1][C:2]1[CH:18]=[CH:17][C:5]([C:6]([NH:8][C:9]2[CH:14]=[CH:13][N:12]=[C:11]([O:15]C)[CH:10]=2)=[O:7])=[C:4]([F:19])[CH:3]=1.[Si](I)(C)(C)C. The catalyst is C(#N)C. The product is [Cl:1][C:2]1[CH:18]=[CH:17][C:5]([C:6]([NH:8][C:9]2[CH:14]=[CH:13][NH:12][C:11](=[O:15])[CH:10]=2)=[O:7])=[C:4]([F:19])[CH:3]=1. The yield is 0.920.